This data is from Reaction yield outcomes from USPTO patents with 853,638 reactions. The task is: Predict the reaction yield, written as a fraction of the theoretical maximum amount of product (1.0 means a 100% yield; for example, 0.34 means a 34% yield). The reactants are Cl[C:2]1[C:7]([CH2:8][C:9]([O:11][CH3:12])=[O:10])=[C:6]([CH3:13])[N:5]=[C:4]([CH2:14][C:15]2[CH:20]=[CH:19][C:18]([N+:21]([O-:23])=[O:22])=[CH:17][CH:16]=2)[N:3]=1.[NH:24]1[CH2:28][CH2:27][CH2:26][CH2:25]1.C(N(CC)CC)C.O. The catalyst is CN(C=O)C. The product is [CH3:13][C:6]1[C:7]([CH2:8][C:9]([O:11][CH3:12])=[O:10])=[C:2]([N:24]2[CH2:28][CH2:27][CH2:26][CH2:25]2)[N:3]=[C:4]([CH2:14][C:15]2[CH:20]=[CH:19][C:18]([N+:21]([O-:23])=[O:22])=[CH:17][CH:16]=2)[N:5]=1. The yield is 0.800.